From a dataset of Full USPTO retrosynthesis dataset with 1.9M reactions from patents (1976-2016). Predict the reactants needed to synthesize the given product. (1) Given the product [N:1]1[C:6]2[NH:7][CH:8]=[CH:9][C:5]=2[C:4]([N:10]2[CH2:14][CH2:13][C@@H:12]([N:15]([CH3:24])[C:16]3[N:17]=[C:18]4[NH:23][N:30]=[N:22][C:19]4=[CH:20][CH:21]=3)[CH2:11]2)=[N:3][CH:2]=1, predict the reactants needed to synthesize it. The reactants are: [N:1]1[C:6]2[NH:7][CH:8]=[CH:9][C:5]=2[C:4]([N:10]2[CH2:14][CH2:13][C@@H:12]([N:15]([CH3:24])[C:16]3[CH:21]=[CH:20][C:19]([NH2:22])=[C:18]([NH2:23])[N:17]=3)[CH2:11]2)=[N:3][CH:2]=1.S(=O)(=O)(O)O.[N:30]([O-])=O.[Na+].C([O-])(O)=O.[Na+]. (2) Given the product [Cl:1][C:2]1[CH:3]=[CH:4][C:5]2[N:11]([CH2:12][C:13]([CH3:17])([CH3:16])[CH2:14][OH:15])[C:10](=[O:18])[C@@H:9]([CH2:19][CH:20]([C:22]3[S:23][CH:24]=[C:25]([CH2:27][C:28]([OH:30])=[O:29])[N:26]=3)[OH:21])[O:8][C@H:7]([C:33]3[CH:38]=[CH:37][CH:36]=[C:35]([O:39][CH3:40])[C:34]=3[O:41][CH3:42])[C:6]=2[CH:43]=1, predict the reactants needed to synthesize it. The reactants are: [Cl:1][C:2]1[CH:3]=[CH:4][C:5]2[N:11]([CH2:12][C:13]([CH3:17])([CH3:16])[CH2:14][OH:15])[C:10](=[O:18])[C@@H:9]([CH2:19][CH:20]([C:22]3[S:23][CH:24]=[C:25]([CH2:27][C:28]([O:30]CC)=[O:29])[N:26]=3)[OH:21])[O:8][C@H:7]([C:33]3[CH:38]=[CH:37][CH:36]=[C:35]([O:39][CH3:40])[C:34]=3[O:41][CH3:42])[C:6]=2[CH:43]=1.[OH-].[Na+].Cl.